This data is from Orexin1 receptor HTS with 218,158 compounds and 233 confirmed actives. The task is: Binary Classification. Given a drug SMILES string, predict its activity (active/inactive) in a high-throughput screening assay against a specified biological target. (1) The compound is s1c(c(c(c1NC(=O)COC(=O)c1ncccc1)C(OC)=O)C)C. The result is 0 (inactive). (2) The drug is O=C(N1CC(CC(C1)C)C)c1c2c(nc(c1)c1ccncc1)cccc2. The result is 0 (inactive). (3) The molecule is S1(=O)(=O)CC(N(C)C(=O)CSc2ccc(cc2)C)CC1. The result is 0 (inactive).